From a dataset of Catalyst prediction with 721,799 reactions and 888 catalyst types from USPTO. Predict which catalyst facilitates the given reaction. (1) Reactant: [H-].[Na+].[F:3][C:4]1[C:9]([F:10])=[CH:8][CH:7]=[CH:6][C:5]=1[C@H:11]1[CH2:17][NH:16][C:15](=[O:18])[C@H:14]([NH:19][C:20](=[O:26])[O:21][C:22]([CH3:25])([CH3:24])[CH3:23])[CH2:13][CH2:12]1.I[CH2:28][CH2:29][S:30][CH3:31]. Product: [F:3][C:4]1[C:9]([F:10])=[CH:8][CH:7]=[CH:6][C:5]=1[C@H:11]1[CH2:17][N:16]([CH2:28][CH2:29][S:30][CH3:31])[C:15](=[O:18])[C@H:14]([NH:19][C:20](=[O:26])[O:21][C:22]([CH3:23])([CH3:25])[CH3:24])[CH2:13][CH2:12]1. The catalyst class is: 9. (2) Reactant: [CH3:1][CH2:2][N:3]([C:21]([CH3:23])=[O:22])[C:4]1[CH:5]=[CH:6][CH:7]=[C:8]([C:10]2[N:15]3[N:16]=[CH:17][C:18]([C:19]#[N:20])=[C:14]3[N:13]=[CH:12][CH:11]=2)[CH:9]=1.[S:24](=[O:28])(=[O:27])([OH:26])[OH:25].C(OCC)C. Product: [CH3:1][CH2:2][N:3]([C:21]([CH3:23])=[O:22])[C:4]1[CH:5]=[CH:6][CH:7]=[C:8]([C:10]2[N:15]3[N:16]=[CH:17][C:18]([C:19]#[N:20])=[C:14]3[N:13]=[CH:12][CH:11]=2)[CH:9]=1.[S:24]([O-:28])([O-:27])(=[O:26])=[O:25]. The catalyst class is: 4.